Dataset: Full USPTO retrosynthesis dataset with 1.9M reactions from patents (1976-2016). Task: Predict the reactants needed to synthesize the given product. (1) Given the product [N:27]1([CH2:26][CH2:25][O:24][C:21]2[CH:20]=[CH:19][C:18]([C:13]([CH2:14][CH2:15][CH2:16][CH3:17])=[C:12]([C:9]3[CH:8]=[CH:7][C:6]([OH:5])=[CH:11][CH:10]=3)[C:33]3[CH:38]=[CH:37][C:36]([OH:39])=[CH:35][CH:34]=3)=[CH:23][CH:22]=2)[CH2:32][CH2:31][CH2:30][CH2:29][CH2:28]1, predict the reactants needed to synthesize it. The reactants are: CC(C)(C)C([O:5][C:6]1[CH:11]=[CH:10][C:9]([C:12]([C:33]2[CH:38]=[CH:37][C:36]([O:39]C(=O)C(C)(C)C)=[CH:35][CH:34]=2)=[C:13]([C:18]2[CH:23]=[CH:22][C:21]([O:24][CH2:25][CH2:26][N:27]3[CH2:32][CH2:31][CH2:30][CH2:29][CH2:28]3)=[CH:20][CH:19]=2)[CH2:14][CH2:15][CH2:16][CH3:17])=[CH:8][CH:7]=1)=O.[OH-].[Na+].C(O)(=O)CC(CC(O)=O)(C(O)=O)O. (2) Given the product [CH3:1][C:2]1[CH:3]=[C:4]([CH2:11][CH:12]([NH:21][C:22](=[O:31])[O:23][CH2:24][C:25]2[CH:30]=[CH:29][CH:28]=[CH:27][CH:26]=2)[C:13]2[N:15]([CH2:16][C:17]([CH3:20])([CH3:19])[CH3:18])[N:50]=[N:49][N:48]=2)[CH:5]=[C:6]2[C:10]=1[NH:9][N:8]=[CH:7]2, predict the reactants needed to synthesize it. The reactants are: [CH3:1][C:2]1[CH:3]=[C:4]([CH2:11][CH:12]([NH:21][C:22](=[O:31])[O:23][CH2:24][C:25]2[CH:30]=[CH:29][CH:28]=[CH:27][CH:26]=2)[C:13]([NH:15][CH2:16][C:17]([CH3:20])([CH3:19])[CH3:18])=O)[CH:5]=[C:6]2[C:10]=1[NH:9][N:8]=[CH:7]2.P(Cl)(Cl)(Cl)(Cl)Cl.N1C2C(=CC=CC=2)C=CC=1.[N-:48]=[N+:49]=[N-:50].[Na+]. (3) Given the product [NH:22]1[C:23]2[C:19](=[CH:18][C:17]([NH:16][C:14](=[O:15])/[CH:13]=[CH:12]/[C:3]3[CH:4]=[CH:5][C:6]([C:8]([F:11])([F:10])[F:9])=[CH:7][C:2]=3[C:31]3[CH:30]=[N:29][C:28]([O:27][CH3:26])=[CH:33][CH:32]=3)=[CH:25][CH:24]=2)[CH:20]=[CH:21]1, predict the reactants needed to synthesize it. The reactants are: Br[C:2]1[CH:7]=[C:6]([C:8]([F:11])([F:10])[F:9])[CH:5]=[CH:4][C:3]=1/[CH:12]=[CH:13]/[C:14]([NH:16][C:17]1[CH:18]=[C:19]2[C:23](=[CH:24][CH:25]=1)[NH:22][CH:21]=[CH:20]2)=[O:15].[CH3:26][O:27][C:28]1[CH:33]=[CH:32][C:31](B(O)O)=[CH:30][N:29]=1.C1(P(C2C=CC=CC=2)C2C=CC=CC=2)C=CC=CC=1. (4) Given the product [F:1][C:2]([F:33])([F:34])[C:3]1[CH:4]=[C:5]([C@H:13]2[O:17][C:16](=[O:18])[N:15]([CH2:19][C:20]3[CH:27]=[C:26]([C:28]([F:31])([F:30])[F:29])[CH:25]=[CH:24][C:37]=3[CH2:36][N:35]([CH2:42][CH3:44])[CH2:38][CH3:39])[C@H:55]2[CH3:56])[CH:6]=[C:7]([C:9]([F:10])([F:11])[F:12])[CH:8]=1, predict the reactants needed to synthesize it. The reactants are: [F:1][C:2]([F:34])([F:33])[C:3]1[CH:4]=[C:5]([C@H:13]2[O:17][C:16](=[O:18])[N:15]([CH2:19][C:20]3[CH:27]=[C:26]([C:28]([F:31])([F:30])[F:29])[CH:25]=[CH:24]C=3C=O)[C@H]2C)[CH:6]=[C:7]([C:9]([F:12])([F:11])[F:10])[CH:8]=1.[NH:35]([CH2:38][CH3:39])[CH2:36][CH3:37].[BH-](OC(C)=O)(OC(C)=O)O[C:42]([CH3:44])=O.[Na+].Cl[CH:55](Cl)[CH3:56]. (5) Given the product [F:26][C:2]([F:25])([F:1])[C:3]1[CH:4]=[C:5]([CH:22]=[CH:23][CH:24]=1)[CH2:6][NH:7][C:8]1[N:9]=[CH:10][N:11]=[C:12]([C:14]2[CH:19]=[C:18]([Cl:20])[CH:17]=[CH:16][C:15]=2[NH:21][C:64](=[O:65])[C:63]2[CH:67]=[CH:68][CH:69]=[C:61]([C:60]([NH:71][CH2:59][CH2:58][O:34][CH2:30][CH2:74][OH:75])=[O:70])[CH:62]=2)[CH:13]=1, predict the reactants needed to synthesize it. The reactants are: [F:1][C:2]([F:26])([F:25])[C:3]1[CH:4]=[C:5]([CH:22]=[CH:23][CH:24]=1)[CH2:6][NH:7][C:8]1[CH:13]=[C:12]([C:14]2[CH:19]=[C:18]([Cl:20])[CH:17]=[CH:16][C:15]=2[NH2:21])[N:11]=[CH:10][N:9]=1.CN([C:30]([O:34]N1N=NC2C=CC=NC1=2)=[N+](C)C)C.F[P-](F)(F)(F)(F)F.C(N([CH2:58][CH3:59])C(C)C)(C)C.[C:60]([NH2:71])(=[O:70])[C:61]1[CH:69]=[CH:68][CH:67]=[C:63]([C:64](N)=[O:65])[CH:62]=1.CN(C)[CH:74]=[O:75].